From a dataset of Full USPTO retrosynthesis dataset with 1.9M reactions from patents (1976-2016). Predict the reactants needed to synthesize the given product. (1) Given the product [CH:10]1([O:18][CH2:19][C:20]([OH:22])=[O:21])[CH2:11][CH2:12][CH2:13][CH:14]=[CH:15][CH2:16][CH2:17]1.[CH:23]1([O:31][CH2:32][CH2:33][OH:34])[CH2:24][CH2:25][CH2:26][CH:27]=[CH:28][CH2:29][CH2:30]1, predict the reactants needed to synthesize it. The reactants are: C12OC1CCC=CCC2.[CH:10]1([O:18][CH2:19][C:20]([OH:22])=[O:21])[CH2:17][CH2:16][CH2:15][CH:14]=[CH:13][CH2:12][CH2:11]1.[CH:23]1([O:31][CH2:32][CH2:33][OH:34])[CH2:30][CH2:29][CH2:28][CH:27]=[CH:26][CH2:25][CH2:24]1.[H-].[Al+3].[Li+].[H-].[H-].[H-]. (2) Given the product [N:89]([CH2:12][CH2:10][OH:11])([CH2:54][CH2:53][OH:60])[CH2:90][CH2:91][OH:102], predict the reactants needed to synthesize it. The reactants are: COC(OC)([C:10]([C:12]1C=CC=CC=1)=[O:11])C1C=CC=CC=1.CC(C1C(O)=C(C(C)(C)C)C=C(CCC(OCCSCCOC(CCC2C=[C:54](C(C)(C)C)[C:53]([OH:60])=C(C(C)(C)C)C=2)=O)=O)C=1)(C)C.CC1(C)C(OC(CCCCCCCCC(OC2[C:91](C)(C)[CH2:90][NH:89]CC2(C)C)=O)=O)C(C)(C)CNC1.CCC(C)=[O:102]. (3) Given the product [CH3:22][C:20]1([CH3:21])[CH:13]2[CH2:19][CH:18]1[CH2:17]/[C:16](=[C:2](/[OH:4])\[C:1]([O:8][CH2:9][CH3:10])=[O:7])/[C:14]2=[O:15], predict the reactants needed to synthesize it. The reactants are: [C:1]([O:8][CH2:9][CH3:10])(=[O:7])[C:2]([O:4]CC)=O.[H-].[Na+].[C:13]12(C)[C:20]([CH3:22])([CH3:21])[CH:17]([CH2:18][CH2:19]1)[CH2:16][C:14]2=[O:15].Cl. (4) Given the product [NH2:1][C:4]1[CH:5]=[CH:6][C:7]([CH2:10][C:11]([CH3:13])=[O:12])=[CH:8][CH:9]=1, predict the reactants needed to synthesize it. The reactants are: [N+:1]([C:4]1[CH:9]=[CH:8][C:7]([CH2:10][C:11]([CH3:13])=[O:12])=[CH:6][CH:5]=1)([O-])=O.CO. (5) Given the product [CH:1]([NH:4][C:5]([C:7]1[C:15]2[C:10](=[N:11][CH:12]=[C:13]([O:16][C:17]3[CH:25]=[C:24]4[C:20]([CH:21]=[CH:22][NH:23]4)=[CH:19][CH:18]=3)[N:14]=2)[NH:9][CH:8]=1)=[O:6])([CH3:3])[CH3:2], predict the reactants needed to synthesize it. The reactants are: [CH:1]([NH:4][C:5]([C:7]1[C:15]2[C:10](=[N:11][CH:12]=[C:13]([O:16][C:17]3[CH:25]=[C:24]4[C:20]([CH:21]=[CH:22][NH:23]4)=[CH:19][CH:18]=3)[N:14]=2)[N:9](COCC[Si](C)(C)C)[CH:8]=1)=[O:6])([CH3:3])[CH3:2].FC(F)(F)C(O)=O.